This data is from Forward reaction prediction with 1.9M reactions from USPTO patents (1976-2016). The task is: Predict the product of the given reaction. (1) Given the reactants [NH2:1][C:2]1([CH2:6][NH:7][C:8]2[C:17]3[C:12](=[CH:13][CH:14]=[CH:15][CH:16]=3)[N:11]=[C:10](Cl)[N:9]=2)[CH2:5][O:4][CH2:3]1.[S:19]1[C:25]2[CH:26]=[CH:27][CH:28]=[CH:29][C:24]=2[CH2:23][NH:22][CH2:21][CH2:20]1.C(N(CC)CC)C.O, predict the reaction product. The product is: [NH2:1][C:2]1([CH2:6][NH:7][C:8]2[C:17]3[C:12](=[CH:13][CH:14]=[CH:15][CH:16]=3)[N:11]=[C:10]([N:22]3[CH2:23][C:24]4[CH:29]=[CH:28][CH:27]=[CH:26][C:25]=4[S:19][CH2:20][CH2:21]3)[N:9]=2)[CH2:5][O:4][CH2:3]1. (2) Given the reactants [CH:1]1([C:4]2[N:8]=[C:7]([C:9]3C4CCCCC=4S[C:13]=3[NH:14]C(N3CCC[C@@H]3C(O)=O)=O)[O:6][N:5]=2)[CH2:3][CH2:2]1.[CH3:29][C:30]1([CH3:37])[CH2:35][C:34](=O)[CH2:33][CH2:32][O:31]1.C1(C2N=C(CC#N)ON=2)CC1, predict the reaction product. The product is: [CH:1]1([C:4]2[N:8]=[C:7]([C:9](=[C:35]3[CH2:34][CH2:33][CH2:32][O:31][C:30]3([CH3:37])[CH3:29])[C:13]#[N:14])[O:6][N:5]=2)[CH2:3][CH2:2]1.